From a dataset of NCI-60 drug combinations with 297,098 pairs across 59 cell lines. Regression. Given two drug SMILES strings and cell line genomic features, predict the synergy score measuring deviation from expected non-interaction effect. Drug 1: CC1=C(C(CCC1)(C)C)C=CC(=CC=CC(=CC(=O)O)C)C. Drug 2: C1CN(P(=O)(OC1)NCCCl)CCCl. Cell line: RPMI-8226. Synergy scores: CSS=51.5, Synergy_ZIP=1.59, Synergy_Bliss=0.416, Synergy_Loewe=-50.1, Synergy_HSA=0.680.